This data is from Forward reaction prediction with 1.9M reactions from USPTO patents (1976-2016). The task is: Predict the product of the given reaction. (1) Given the reactants [NH2:1][C@@H:2]([CH3:12])[C:3]([O:5][CH2:6][CH:7]([CH2:10][CH3:11])[CH2:8][CH3:9])=[O:4].[N+:13]([C:16]1[CH:21]=[CH:20][C:19]([O:22][P:23](Cl)(=[O:34])[O:24][C:25]2[CH:30]=[CH:29][C:28]([N+:31]([O-:33])=[O:32])=[CH:27][CH:26]=2)=[CH:18][CH:17]=1)([O-:15])=[O:14].CCN(CC)CC, predict the reaction product. The product is: [N+:31]([C:28]1[CH:29]=[CH:30][C:25]([O:24][P:23]([NH:1][C@@H:2]([CH3:12])[C:3]([O:5][CH2:6][CH:7]([CH2:10][CH3:11])[CH2:8][CH3:9])=[O:4])([O:22][C:19]2[CH:18]=[CH:17][C:16]([N+:13]([O-:15])=[O:14])=[CH:21][CH:20]=2)=[O:34])=[CH:26][CH:27]=1)([O-:33])=[O:32]. (2) Given the reactants Br[C:2]1[CH:7]=[CH:6][CH:5]=[CH:4][CH:3]=1.[C:8]1([SH:14])[CH:13]=[CH:12][CH:11]=[CH:10][CH:9]=1.O(C(C)(C)C)[Na], predict the reaction product. The product is: [C:2]1([S:14][C:8]2[CH:13]=[CH:12][CH:11]=[CH:10][CH:9]=2)[CH:7]=[CH:6][CH:5]=[CH:4][CH:3]=1. (3) Given the reactants [Cl:1][C:2]1[CH:3]=[C:4]([CH:6]=[C:7]([Cl:9])[CH:8]=1)[NH2:5].[C:10]([O:14]CC)(=[O:13])[CH:11]=O.[F:17][C:18]1[CH:25]=[CH:24][C:21]([CH:22]=[CH2:23])=[CH:20][CH:19]=1.FC(F)(F)C(O)=O.[OH-].[Na+], predict the reaction product. The product is: [Cl:1][C:2]1[CH:8]=[C:7]([Cl:9])[CH:6]=[C:4]2[C:3]=1[CH:22]([C:21]1[CH:24]=[CH:25][C:18]([F:17])=[CH:19][CH:20]=1)[CH2:23][CH:11]([C:10]([OH:14])=[O:13])[NH:5]2.